Dataset: Forward reaction prediction with 1.9M reactions from USPTO patents (1976-2016). Task: Predict the product of the given reaction. (1) The product is: [CH3:1][C:2]1[CH:3]=[C:4]([C:8]2[N:9]=[C:10]([C:26]3[CH:27]=[CH:28][C:29]([S:32]([CH3:35])(=[O:34])=[O:33])=[CH:30][CH:31]=3)[S:11][C:12]=2[C:13]2[CH:18]=[CH:17][N:16]=[C:15]([S:19]([C:20]3[CH:25]=[CH:24][CH:23]=[CH:22][CH:21]=3)(=[O:44])=[O:47])[CH:14]=2)[CH:5]=[CH:6][CH:7]=1. Given the reactants [CH3:1][C:2]1[CH:3]=[C:4]([C:8]2[N:9]=[C:10]([C:26]3[CH:31]=[CH:30][C:29]([S:32]([CH3:35])(=[O:34])=[O:33])=[CH:28][CH:27]=3)[S:11][C:12]=2[C:13]2[CH:18]=[CH:17][N:16]=[C:15]([S:19][C:20]3[CH:25]=[CH:24][CH:23]=[CH:22][CH:21]=3)[CH:14]=2)[CH:5]=[CH:6][CH:7]=1.ClC1C=CC=C(C(OO)=[O:44])C=1.[OH-:47].[Na+], predict the reaction product. (2) Given the reactants Br[C:2]1[CH:3]=[C:4]2[C:8](=[C:9]([Cl:11])[CH:10]=1)[C:7](=[O:12])[N:6]([CH2:13][C:14]1[CH:19]=[CH:18][C:17]([Cl:20])=[CH:16][CH:15]=1)[CH2:5]2.C(P(C(C)(C)C)C1C=CC2C(=CC=CC=2)C=1C1C2C(=CC=CC=2)C=CC=1)(C)(C)C.C(=O)([O-])[O-].[Cs+].[Cs+].[F:56][CH:57]([F:60])[CH2:58][OH:59], predict the reaction product. The product is: [F:56][CH:57]([F:60])[CH2:58][O:59][C:2]1[CH:3]=[C:4]2[C:8](=[C:9]([Cl:11])[CH:10]=1)[C:7](=[O:12])[N:6]([CH2:13][C:14]1[CH:19]=[CH:18][C:17]([Cl:20])=[CH:16][CH:15]=1)[CH2:5]2. (3) Given the reactants C(OC(N1C2C(=CC(C3C=CC=CC=3OC)=CC=2)C(C(O)C)=CC1(C)C)=O)(C)(C)C.[CH3:31][O:32][C:33]1[CH:38]=[CH:37][CH:36]=[CH:35][C:34]=1[C:39]1[CH:40]=[C:41]2[C:46](=[CH:47][CH:48]=1)[NH:45][C:44]([CH3:50])([CH3:49])[CH:43]=[C:42]2[CH:51]([O:53][CH2:54][CH:55]=[C:56](C)[CH3:57])[CH3:52].C[Si]([N-][Si](C)(C)C)(C)C.[Na+], predict the reaction product. The product is: [CH2:54]([O:53][CH:51]([C:42]1[C:41]2[C:46](=[CH:47][CH:48]=[C:39]([C:34]3[CH:35]=[CH:36][CH:37]=[CH:38][C:33]=3[O:32][CH3:31])[CH:40]=2)[NH:45][C:44]([CH3:50])([CH3:49])[CH:43]=1)[CH3:52])/[CH:55]=[CH:56]/[CH3:57].